Task: Predict the product of the given reaction.. Dataset: Forward reaction prediction with 1.9M reactions from USPTO patents (1976-2016) (1) The product is: [CH2:26]([O:28][C:29]([CH:31]1[CH2:36][CH2:35][CH:34]([NH:37][C:8]2[N:13]=[C:12]([N:14]3[C:22]4[C:17](=[CH:18][CH:19]=[CH:20][CH:21]=4)[C:16]([C:23](=[O:24])[NH2:25])=[CH:15]3)[CH:11]=[CH:10][N:9]=2)[CH2:33][CH2:32]1)=[O:30])[CH3:27]. Given the reactants C(S([C:8]1[N:13]=[C:12]([N:14]2[C:22]3[C:17](=[CH:18][CH:19]=[CH:20][CH:21]=3)[C:16]([C:23]([NH2:25])=[O:24])=[CH:15]2)[CH:11]=[CH:10][N:9]=1)(=O)=O)CCC.[CH2:26]([O:28][C:29]([CH:31]1[CH2:36][CH2:35][CH:34]([NH2:37])[CH2:33][CH2:32]1)=[O:30])[CH3:27], predict the reaction product. (2) Given the reactants [CH2:1]([NH:5][C:6]([C:8]1[C:17](=[O:18])[C:16]2[C:11](=[N:12][CH:13]=[CH:14][CH:15]=2)[N:10]([C:19]2[CH:24]=[CH:23][CH:22]=[C:21]([C:25]3[CH:26]=[N:27][C:28]([C:31]([OH:34])([CH3:33])[CH3:32])=[CH:29][CH:30]=3)[CH:20]=2)[CH:9]=1)=[O:7])[CH:2]([CH3:4])[CH3:3].C(Cl)Cl.CO.O.O.O.O.O.O.C(O[O-])(=O)C1C(=CC=CC=1)C([O-])=[O:50].[Mg+2], predict the reaction product. The product is: [CH2:1]([NH:5][C:6]([C:8]1[C:17](=[O:18])[C:16]2[C:11](=[N:12][CH:13]=[CH:14][CH:15]=2)[N:10]([C:19]2[CH:24]=[CH:23][CH:22]=[C:21]([C:25]3[CH:26]=[N+:27]([O-:50])[C:28]([C:31]([OH:34])([CH3:32])[CH3:33])=[CH:29][CH:30]=3)[CH:20]=2)[CH:9]=1)=[O:7])[CH:2]([CH3:4])[CH3:3]. (3) Given the reactants [CH3:1][O:2][C:3]1[CH:4]=[C:5]([C:13]2[CH:21]=[C:20]3[C:16]([CH:17]=[N:18][NH:19]3)=[CH:15][CH:14]=2)[CH:6]=[CH:7][C:8]=1[O:9][CH2:10][O:11][CH3:12].[I:22]I.C(O)(=O)CC(CC(O)=O)(C(O)=O)O.OS([O-])=O.[Na+], predict the reaction product. The product is: [I:22][C:17]1[C:16]2[C:20](=[CH:21][C:13]([C:5]3[CH:6]=[CH:7][C:8]([O:9][CH2:10][O:11][CH3:12])=[C:3]([O:2][CH3:1])[CH:4]=3)=[CH:14][CH:15]=2)[NH:19][N:18]=1. (4) Given the reactants [CH3:1][O:2][C:3]1[CH:8]=[CH:7][N:6]=[C:5]([CH2:9][O:10][C:11]2[NH:15][N:14]=[C:13]([NH2:16])[CH:12]=2)[CH:4]=1.Cl[C:18]1[CH:23]=[CH:22][N:21]=[C:20]([NH:24][CH2:25][C:26]2[O:30][N:29]=[C:28]([CH3:31])[CH:27]=2)[N:19]=1, predict the reaction product. The product is: [CH3:1][O:2][C:3]1[CH:8]=[CH:7][N:6]=[C:5]([CH2:9][O:10][C:11]2[NH:15][N:14]=[C:13]([NH:16][C:18]3[CH:23]=[CH:22][N:21]=[C:20]([NH:24][CH2:25][C:26]4[O:30][N:29]=[C:28]([CH3:31])[CH:27]=4)[N:19]=3)[CH:12]=2)[CH:4]=1. (5) The product is: [CH3:41][N:42]1[CH2:47][CH2:46][N:45]([CH:1]=[O:2])[CH2:44][CH2:43]1. Given the reactants [C:1](Cl)(Cl)=[O:2].C(N(CC)CC)C.ClC1C=CC(C2C(C3C=CC(Cl)=CC=3)NC(C3C=CC(OC)=CC=3OC)=N2)=CC=1.[CH3:41][N:42]1[CH2:47][CH2:46][NH:45][CH2:44][CH2:43]1.C(=O)(O)[O-].[Na+], predict the reaction product. (6) Given the reactants [N:1]([C@H:4]1[C:13]2[C:8](=[N:9][C:10]([Cl:14])=[CH:11][CH:12]=2)[O:7][C@@H:6]([C:15]2[CH:16]=[C:17]([CH:22]=[CH:23][CH:24]=2)[C:18]([O:20][CH3:21])=[O:19])[CH2:5]1)=[N+]=[N-].C1(P(C2C=CC=CC=2)C2C=CC=CC=2)C=CC=CC=1.O.CC1CCCO1, predict the reaction product. The product is: [NH2:1][C@H:4]1[C:13]2[C:8](=[N:9][C:10]([Cl:14])=[CH:11][CH:12]=2)[O:7][C@@H:6]([C:15]2[CH:16]=[C:17]([CH:22]=[CH:23][CH:24]=2)[C:18]([O:20][CH3:21])=[O:19])[CH2:5]1. (7) Given the reactants [Cl:1][C:2]1[N:7]=[C:6]([NH:8][CH:9]2[CH2:14][CH2:13][O:12][CH2:11][CH2:10]2)[C:5]([N+:15]([O-])=O)=[CH:4][N:3]=1, predict the reaction product. The product is: [Cl:1][C:2]1[N:7]=[C:6]([NH:8][CH:9]2[CH2:10][CH2:11][O:12][CH2:13][CH2:14]2)[C:5]([NH2:15])=[CH:4][N:3]=1.